Dataset: Reaction yield outcomes from USPTO patents with 853,638 reactions. Task: Predict the reaction yield, written as a fraction of the theoretical maximum amount of product (1.0 means a 100% yield; for example, 0.34 means a 34% yield). (1) The reactants are [CH2:1]([N:3]1[C:11]2[C:6](=[CH:7][CH:8]=[C:9]([C:12]([F:15])([F:14])[F:13])[CH:10]=2)[C:5]([C:16]#[N:17])=[C:4]1[N:18]1[CH2:23][CH2:22][NH:21][CH2:20][CH2:19]1)[CH3:2].N1C=CC=CC=1.[CH:30]1([S:33](Cl)(=[O:35])=[O:34])[CH2:32][CH2:31]1. The catalyst is ClCCl. The product is [CH:30]1([S:33]([N:21]2[CH2:20][CH2:19][N:18]([C:4]3[N:3]([CH2:1][CH3:2])[C:11]4[C:6]([C:5]=3[C:16]#[N:17])=[CH:7][CH:8]=[C:9]([C:12]([F:14])([F:15])[F:13])[CH:10]=4)[CH2:23][CH2:22]2)(=[O:35])=[O:34])[CH2:32][CH2:31]1. The yield is 0.700. (2) The reactants are [F:1][C:2]1[CH:7]=[C:6]([I:8])[CH:5]=[CH:4][C:3]=1[NH:9][C:10]1[N:15]([CH3:16])[C:14](=[O:17])[N:13]([CH3:18])[C:12](=[O:19])[C:11]=1[C:20](OC1C=CC=CC=1)=[O:21].C1([C@H]2[O:40][CH:39]([CH2:41][O:42][NH2:43])[CH2:38][CH2:37][O:36]2)C=CC=CC=1. No catalyst specified. The product is [OH:40][C@H:39]([CH2:38][CH2:37][OH:36])[CH2:41][O:42][NH:43][C:20]([C:11]1[C:12](=[O:19])[N:13]([CH3:18])[C:14](=[O:17])[N:15]([CH3:16])[C:10]=1[NH:9][C:3]1[CH:4]=[CH:5][C:6]([I:8])=[CH:7][C:2]=1[F:1])=[O:21]. The yield is 0.600. (3) The reactants are Cl.[F:2][C:3]([F:27])([F:26])[C:4]1[CH:9]=[CH:8][C:7]([N:10]2[CH2:15][CH2:14][CH:13]([O:16][C:17]3[N:18]=[CH:19][C:20]([C:23](O)=[O:24])=[N:21][CH:22]=3)[CH2:12][CH2:11]2)=[CH:6][CH:5]=1.C(N(CC)CC)C.O.ON1C2C=CC=CC=2N=N1.Cl.CN(C)CCCN=C=NCC.[NH2:58][CH:59]1[CH2:64][CH2:63][N:62]([C:65]([O:67][C:68]([CH3:71])([CH3:70])[CH3:69])=[O:66])[CH2:61][CH2:60]1. The catalyst is CN(C)C=O. The product is [F:26][C:3]([F:2])([F:27])[C:4]1[CH:9]=[CH:8][C:7]([N:10]2[CH2:15][CH2:14][CH:13]([O:16][C:17]3[N:18]=[CH:19][C:20]([C:23]([NH:58][CH:59]4[CH2:60][CH2:61][N:62]([C:65]([O:67][C:68]([CH3:71])([CH3:70])[CH3:69])=[O:66])[CH2:63][CH2:64]4)=[O:24])=[N:21][CH:22]=3)[CH2:12][CH2:11]2)=[CH:6][CH:5]=1. The yield is 0.440. (4) The reactants are [ClH:1].Cl.NCCCC1N=C(N)NC=1.C(OC([N:20]1[CH:24]=[C:23]([CH2:25][CH2:26][CH2:27][C:28](=O)[NH:29]C2CCCC2)[N:22]=[C:21]1[NH2:36])=O)(C)(C)C. No catalyst specified. The product is [ClH:1].[ClH:1].[NH2:29][CH2:28][CH2:27][CH2:26][CH2:25][C:23]1[N:22]=[C:21]([NH2:36])[NH:20][CH:24]=1. The yield is 0.180. (5) The reactants are [Cl:1][C:2]1[N:10]=[C:9]2[C:5]([NH:6][CH:7]=[N:8]2)=[C:4]([Cl:11])[N:3]=1.C(=O)([O-])[O-].[K+].[K+].[F:18][C:19]1[CH:26]=[CH:25][CH:24]=[C:23]([F:27])[C:20]=1[CH2:21]Br. The catalyst is CS(C)=O. The product is [Cl:1][C:2]1[N:10]=[C:9]2[C:5]([N:6]=[CH:7][N:8]2[CH2:21][C:20]2[C:19]([F:18])=[CH:26][CH:25]=[CH:24][C:23]=2[F:27])=[C:4]([Cl:11])[N:3]=1. The yield is 0.610.